This data is from Peptide-MHC class I binding affinity with 185,985 pairs from IEDB/IMGT. The task is: Regression. Given a peptide amino acid sequence and an MHC pseudo amino acid sequence, predict their binding affinity value. This is MHC class I binding data. (1) The peptide sequence is PPIPVGDIY. The MHC is HLA-A31:01 with pseudo-sequence HLA-A31:01. The binding affinity (normalized) is 0.101. (2) The peptide sequence is QVTWIPEW. The MHC is Mamu-B52 with pseudo-sequence Mamu-B52. The binding affinity (normalized) is 0.540. (3) The MHC is HLA-A68:02 with pseudo-sequence HLA-A68:02. The binding affinity (normalized) is 0. The peptide sequence is GIDTSNNIA. (4) The peptide sequence is DYNFVKQLF. The MHC is HLA-A03:01 with pseudo-sequence HLA-A03:01. The binding affinity (normalized) is 0.304. (5) The binding affinity (normalized) is 1.00. The MHC is HLA-A02:01 with pseudo-sequence HLA-A02:01. The peptide sequence is ALMPYMPPA. (6) The peptide sequence is RSEDNLAEI. The MHC is H-2-Db with pseudo-sequence H-2-Db. The binding affinity (normalized) is 0.180.